This data is from Reaction yield outcomes from USPTO patents with 853,638 reactions. The task is: Predict the reaction yield, written as a fraction of the theoretical maximum amount of product (1.0 means a 100% yield; for example, 0.34 means a 34% yield). The reactants are [Br:1][C:2]1[CH:3]=[C:4]2[C:8](=[CH:9][CH:10]=1)[NH:7][C:6](=[O:11])[CH2:5]2.[CH3:12][N:13]1[CH2:18][CH2:17][N:16]([C:19]2[N:24]=[CH:23][C:22]([C:25]3[C:33]4[C:28](=[CH:29][C:30]([CH:34]=O)=[CH:31][CH:32]=4)[NH:27][N:26]=3)=[CH:21][CH:20]=2)[CH2:15][CH2:14]1. The yield is 0.880. No catalyst specified. The product is [Br:1][C:2]1[CH:3]=[C:4]2[C:8](=[CH:9][CH:10]=1)[NH:7][C:6](=[O:11])[C:5]2=[CH:34][C:30]1[CH:29]=[C:28]2[C:33]([C:25]([C:22]3[CH:23]=[N:24][C:19]([N:16]4[CH2:15][CH2:14][N:13]([CH3:12])[CH2:18][CH2:17]4)=[CH:20][CH:21]=3)=[N:26][NH:27]2)=[CH:32][CH:31]=1.